Dataset: Reaction yield outcomes from USPTO patents with 853,638 reactions. Task: Predict the reaction yield, written as a fraction of the theoretical maximum amount of product (1.0 means a 100% yield; for example, 0.34 means a 34% yield). (1) The reactants are [C:1](#[N:4])[CH:2]=[CH2:3].[CH2:5]([NH2:10])[CH2:6][CH2:7][CH2:8][NH2:9]. No catalyst specified. The product is [NH2:9][CH2:8][CH2:7][CH2:6][CH2:5][NH:10][CH2:3][CH2:2][C:1]#[N:4]. The yield is 0.428. (2) The reactants are [CH2:1]([O:3][C:4](=[O:20])[CH2:5][S:6]([C:9]1[CH:14]=[CH:13][CH:12]=[C:11]([O:15][CH2:16][C:17]#[C:18][CH3:19])[CH:10]=1)(=[O:8])=[O:7])[CH3:2].Cl.[CH2:22]([N:29]([CH2:33][CH2:34]Cl)[CH2:30][CH2:31]Cl)[C:23]1[CH:28]=[CH:27][CH:26]=[CH:25][CH:24]=1. The product is [CH2:22]([N:29]1[CH2:33][CH2:34][C:5]([S:6]([C:9]2[CH:14]=[CH:13][CH:12]=[C:11]([O:15][CH2:16][C:17]#[C:18][CH3:19])[CH:10]=2)(=[O:7])=[O:8])([C:4]([O:3][CH2:1][CH3:2])=[O:20])[CH2:31][CH2:30]1)[C:23]1[CH:28]=[CH:27][CH:26]=[CH:25][CH:24]=1. The yield is 0.630. No catalyst specified. (3) The reactants are C([N-:4]C(C)C)(C)C.[Li+].[C:9]1(=[O:15])[CH2:14][CH2:13][CH2:12][CH2:11][CH2:10]1.[NH4+].[Cl-].[CH3:18][CH2:19][CH2:20][CH2:21][CH2:22]C.[CH2:24]1[CH2:28][O:27][CH2:26][CH2:25]1. No catalyst specified. The product is [C:22]([CH:21]([C:20]1[CH:25]=[CH:24][C:28]([O:27][CH3:26])=[CH:18][CH:19]=1)[C:9]1([OH:15])[CH2:14][CH2:13][CH2:12][CH2:11][CH2:10]1)#[N:4]. The yield is 0.807. (4) The reactants are [Br:1][C:2]1[CH:3]=[C:4](Br)[C:5]2[N:6]([C:8]([I:11])=[CH:9][N:10]=2)[N:7]=1.[F:13][C:14]([F:19])([F:18])[CH2:15][CH2:16][NH2:17].O. The catalyst is CN(C)C=O. The product is [Br:1][C:2]1[CH:3]=[C:4]([NH:17][CH2:16][CH2:15][C:14]([F:19])([F:18])[F:13])[C:5]2[N:6]([C:8]([I:11])=[CH:9][N:10]=2)[N:7]=1. The yield is 0.810. (5) The product is [O:11]1[C:15]2[CH:16]=[CH:17][CH:18]=[CH:19][C:14]=2[CH:13]=[C:12]1[C:20]1[N:24]2[N:25]=[C:26]([O:8][CH:3]([CH2:4][CH:5]([CH3:7])[CH3:6])[CH2:2][NH2:1])[CH:27]=[CH:28][C:23]2=[N:22][CH:21]=1. The catalyst is CN(C=O)C. The reactants are [NH2:1][CH2:2][CH:3]([OH:8])[CH2:4][CH:5]([CH3:7])[CH3:6].[H-].[Na+].[O:11]1[C:15]2[CH:16]=[CH:17][CH:18]=[CH:19][C:14]=2[CH:13]=[C:12]1[C:20]1[N:24]2[N:25]=[C:26](Cl)[CH:27]=[CH:28][C:23]2=[N:22][CH:21]=1. The yield is 0.520. (6) The reactants are [N:1]1[CH:6]=[CH:5][C:4]([CH3:7])=[CH:3][CH:2]=1.[CH3:8][I:9]. The catalyst is C1(C)C=CC=CC=1. The product is [I-:9].[CH3:8][N+:1]1[CH:6]=[CH:5][C:4]([CH3:7])=[CH:3][CH:2]=1. The yield is 0.670.